Task: Regression. Given a peptide amino acid sequence and an MHC pseudo amino acid sequence, predict their binding affinity value. This is MHC class II binding data.. Dataset: Peptide-MHC class II binding affinity with 134,281 pairs from IEDB (1) The MHC is HLA-DQA10501-DQB10301 with pseudo-sequence HLA-DQA10501-DQB10301. The binding affinity (normalized) is 0.149. The peptide sequence is SPFGQAAAGDKKS. (2) The peptide sequence is LGTFDTTQIIKLLPF. The MHC is DRB5_0101 with pseudo-sequence DRB5_0101. The binding affinity (normalized) is 0.277. (3) The peptide sequence is TKETETEAPAAPAEG. The MHC is HLA-DPA10201-DPB11401 with pseudo-sequence HLA-DPA10201-DPB11401. The binding affinity (normalized) is 0. (4) The peptide sequence is ASVIPPARLFKAFVL. The binding affinity (normalized) is 0.278. The MHC is DRB3_0202 with pseudo-sequence DRB3_0202. (5) The peptide sequence is PAVKYIEPDMIVNAT. The MHC is HLA-DQA10101-DQB10501 with pseudo-sequence HLA-DQA10101-DQB10501. The binding affinity (normalized) is 0.558. (6) The binding affinity (normalized) is 0.159. The MHC is DRB3_0101 with pseudo-sequence DRB3_0101. The peptide sequence is GPTATFEAMYLGTCQ.